This data is from Full USPTO retrosynthesis dataset with 1.9M reactions from patents (1976-2016). The task is: Predict the reactants needed to synthesize the given product. (1) Given the product [CH2:1]1[CH2:2][CH2:3][C:4]([CH2:11][NH2:12])([CH2:7][C:8]([OH:10])=[O:9])[CH2:5][CH2:6]1, predict the reactants needed to synthesize it. The reactants are: [CH2:1]1[CH2:6][CH2:5][C:4]([CH2:11][NH2:12])([CH2:7][C:8]([OH:10])=[O:9])[CH2:3][CH2:2]1.Cl.C(=O)([O-])[O-].[Na+].[Na+]. (2) The reactants are: Cl[C:2]1[CH:3]=[C:4]([S:9]([NH:12][C:13]2[C:18]([OH:19])=[CH:17][C:16]([Cl:20])=[CH:15][N:14]=2)(=[O:11])=[O:10])[CH:5]=[C:6]([Cl:8])[CH:7]=1.[Cl:21]C1C=C(S(Cl)(=O)=O)C=CC=1Cl.ClC1C=C(S(Cl)(=O)=O)C=C(Cl)C=1. Given the product [Cl:8][C:6]1[CH:5]=[C:4]([S:9]([NH:12][C:13]2[C:18]([OH:19])=[CH:17][C:16]([Cl:20])=[CH:15][N:14]=2)(=[O:11])=[O:10])[CH:3]=[CH:2][C:7]=1[Cl:21], predict the reactants needed to synthesize it. (3) Given the product [O:14]1[C:18]2[CH:19]=[CH:20][C:21]([C:46]3[NH:1][C:2]4[N:6]([N:5]=[C:4]([OH:7])[C:3]=4[C:8]4[CH:13]=[CH:12][CH:11]=[CH:10][N:9]=4)[C:44](=[O:48])[CH:45]=3)=[CH:22][C:17]=2[CH:16]=[CH:15]1, predict the reactants needed to synthesize it. The reactants are: [NH2:1][C:2]1[NH:6][N:5]=[C:4]([OH:7])[C:3]=1[C:8]1[CH:13]=[CH:12][CH:11]=[CH:10][N:9]=1.[O:14]1[C:18]2[CH:19]=[C:20](C(=O)CC(OCCCC)=O)[CH:21]=[CH:22][C:17]=2[CH:16]=[CH:15]1.CC1C=CC(S(O)(=O)=O)=CC=1.[CH2:44]([OH:48])[CH2:45][CH2:46]C.